This data is from Forward reaction prediction with 1.9M reactions from USPTO patents (1976-2016). The task is: Predict the product of the given reaction. (1) Given the reactants [SH:1][C:2]1[CH:7]=[CH:6][C:5]([CH2:8][C:9]([OH:11])=[O:10])=[CH:4][CH:3]=1.S(=O)(=O)(O)O.[CH3:17]O, predict the reaction product. The product is: [CH3:17][O:10][C:9](=[O:11])[CH2:8][C:5]1[CH:4]=[CH:3][C:2]([SH:1])=[CH:7][CH:6]=1. (2) Given the reactants C(N(CCC)[C:5]1[CH:10]=[CH:9][C:8]([NH:11][C:12](=[O:27])[C:13]2[CH:18]=[CH:17][C:16]([CH2:19][NH:20][CH2:21][C:22]3[NH:23][CH:24]=[CH:25][N:26]=3)=[CH:15][CH:14]=2)=[CH:7][CH:6]=1)CC.[NH:31]1[CH:35]=[N:34][C:33]([CH:36]=O)=[N:32]1.[C:38]([BH3-])#[N:39].[Na+].[OH-].[Na+], predict the reaction product. The product is: [CH2:6]([N:39]([CH2:38][C:5]1[CH:10]=[CH:9][C:8]([NH:11][C:12](=[O:27])[C:13]2[CH:18]=[CH:17][C:16]([CH2:19][N:20]([CH2:21][C:22]3[NH:26][CH:25]=[CH:24][N:23]=3)[CH2:36][C:33]3[N:34]=[CH:35][NH:31][N:32]=3)=[CH:15][CH:14]=2)=[CH:7][CH:6]=1)[CH2:7][CH2:8][CH3:9])[CH2:5][CH3:10]. (3) Given the reactants [BrH:1].[CH3:2][N:3]([CH2:5][CH2:6][CH2:7][C:8]1([C:19]2[CH:20]=[CH:21][C:22]([F:25])=[CH:23][CH:24]=2)[O:16][CH2:15][C:14]2[CH:13]=[C:12]([C:17]#[N:18])[CH:11]=[CH:10][C:9]1=2)[CH3:4], predict the reaction product. The product is: [CH3:2][N:3]([CH2:5][CH2:6][CH2:7][C:8]1([C:19]2[CH:24]=[CH:23][C:22]([F:25])=[CH:21][CH:20]=2)[O:16][CH2:15][C:14]2[CH:13]=[C:12]([C:17]#[N:18])[CH:11]=[CH:10][C:9]1=2)[CH3:4].[BrH:1]. (4) The product is: [O:1]=[C:2]1[NH:10][C:5]2=[N:6][CH:7]=[CH:8][CH:9]=[C:4]2[N:3]1[CH:11]1[CH2:12][CH2:13][N:14]([C:17]([O:19][C@H:20]2[C:26]3=[N:27][C:28]([NH2:31])=[CH:29][CH:30]=[C:25]3[CH2:24][C@H:23]([C:36]3[CH:41]=[CH:40][CH:39]=[C:38]([F:42])[C:37]=3[F:43])[CH2:22][CH2:21]2)=[O:18])[CH2:15][CH2:16]1. Given the reactants [O:1]=[C:2]1[NH:10][C:5]2=[N:6][CH:7]=[CH:8][CH:9]=[C:4]2[N:3]1[CH:11]1[CH2:16][CH2:15][N:14]([C:17]([O:19][C@H:20]2[C:26]3=[N:27][C:28]([NH:31]C(C)(C)C)=[CH:29][CH:30]=[C:25]3[CH2:24][C@H:23]([C:36]3[CH:41]=[CH:40][CH:39]=[C:38]([F:42])[C:37]=3[F:43])[CH2:22][CH2:21]2)=[O:18])[CH2:13][CH2:12]1.C(O)(C(F)(F)F)=O, predict the reaction product. (5) Given the reactants Cl[C:2]1[N:11]=[C:10]([NH:12][CH2:13][CH:14]([C:21]2[CH:26]=[CH:25][CH:24]=[CH:23][CH:22]=2)[C:15]2[CH:16]=[N:17][CH:18]=[CH:19][CH:20]=2)[C:9]2[C:4](=[CH:5][CH:6]=[CH:7][CH:8]=2)[N:3]=1.[CH3:27][N:28]1[C:36]2[C:31](=[CH:32][C:33](B(O)O)=[CH:34][CH:35]=2)[CH:30]=[CH:29]1.N1C=CN2C=C(C3N=C(NCC(C4C=CC=CC=4)C4NC=CC=4)C4C(=CC=CC=4)N=3)C=CC=12, predict the reaction product. The product is: [CH3:27][N:28]1[C:36]2[C:31](=[CH:32][C:33]([C:2]3[N:11]=[C:10]([NH:12][CH2:13][CH:14]([C:21]4[CH:26]=[CH:25][CH:24]=[CH:23][CH:22]=4)[C:15]4[CH:16]=[N:17][CH:18]=[CH:19][CH:20]=4)[C:9]4[C:4](=[CH:5][CH:6]=[CH:7][CH:8]=4)[N:3]=3)=[CH:34][CH:35]=2)[CH:30]=[CH:29]1. (6) Given the reactants [Br:1][C:2]1[CH:10]=[C:9]([Br:11])[CH:8]=[C:4]([C:5]([OH:7])=O)[C:3]=1[OH:12].O[NH:14][C:15]([C:17]1[C:22]([CH3:23])=[CH:21][CH:20]=[CH:19][N:18]=1)=[NH:16], predict the reaction product. The product is: [Br:1][C:2]1[CH:10]=[C:9]([Br:11])[CH:8]=[C:4]([C:5]2[O:7][N:16]=[C:15]([C:17]3[C:22]([CH3:23])=[CH:21][CH:20]=[CH:19][N:18]=3)[N:14]=2)[C:3]=1[OH:12]. (7) Given the reactants [F:1][C:2]1[C:11]([F:12])=[C:10]2[C:5]([CH2:6][CH2:7][CH:8]([CH2:13][CH2:14][CH2:15][CH2:16][CH3:17])[O:9]2)=[CH:4][C:3]=1[O:18][CH2:19][O:20][CH3:21].[Li]CCCC.[I:27]I.S([O-])(O)=O.[Na+], predict the reaction product. The product is: [F:1][C:2]1[C:11]([F:12])=[C:10]2[C:5]([CH2:6][CH2:7][CH:8]([CH2:13][CH2:14][CH2:15][CH2:16][CH3:17])[O:9]2)=[C:4]([I:27])[C:3]=1[O:18][CH2:19][O:20][CH3:21]. (8) Given the reactants Cl[CH2:2][CH2:3][CH2:4][O:5][C:6]1[CH:11]=[CH:10][C:9]([C:12]2[N:13]=[C:14]3[CH2:19][CH2:18][CH2:17][CH2:16][N:15]3[CH:20]=2)=[CH:8][CH:7]=1.[NH:21]1[CH2:26][CH2:25][CH2:24][CH2:23][CH2:22]1, predict the reaction product. The product is: [N:21]1([CH2:2][CH2:3][CH2:4][O:5][C:6]2[CH:11]=[CH:10][C:9]([C:12]3[N:13]=[C:14]4[CH2:19][CH2:18][CH2:17][CH2:16][N:15]4[CH:20]=3)=[CH:8][CH:7]=2)[CH2:26][CH2:25][CH2:24][CH2:23][CH2:22]1. (9) Given the reactants [CH2:1]([O:3][C:4](=[O:18])[CH:5]([O:15][CH2:16][CH3:17])[CH2:6][C:7]1[CH:12]=[CH:11][C:10]([OH:13])=[CH:9][C:8]=1[CH3:14])[CH3:2].[O:19]1[CH2:24][CH2:23][CH2:22][O:21][CH:20]1[CH2:25][CH2:26][CH:27]([C:29]1[S:33][C:32]([C:34]2[CH:39]=[CH:38][C:37]([C:40]([F:43])([F:42])[F:41])=[CH:36][CH:35]=2)=[N:31][C:30]=1[CH3:44])O.C(P(CCCC)CCCC)CCC.CN(C)C(N=NC(N(C)C)=O)=O, predict the reaction product. The product is: [CH2:1]([O:3][C:4](=[O:18])[CH:5]([O:15][CH2:16][CH3:17])[CH2:6][C:7]1[CH:12]=[CH:11][C:10]([O:13][CH:27]([C:29]2[S:33][C:32]([C:34]3[CH:39]=[CH:38][C:37]([C:40]([F:41])([F:43])[F:42])=[CH:36][CH:35]=3)=[N:31][C:30]=2[CH3:44])[CH2:26][CH2:25][CH:20]2[O:19][CH2:24][CH2:23][CH2:22][O:21]2)=[CH:9][C:8]=1[CH3:14])[CH3:2]. (10) Given the reactants C(OC1C=CC(C)=C(N)C=1)C.[CH:12]([O:15][C:16]1[CH:17]=[CH:18][C:19]([CH3:23])=[C:20]([OH:22])[CH:21]=1)(C)[CH3:13], predict the reaction product. The product is: [CH2:12]([O:15][C:16]1[CH:17]=[CH:18][C:19]([CH3:23])=[C:20]([OH:22])[CH:21]=1)[CH3:13].